This data is from CYP3A4 inhibition data for predicting drug metabolism from PubChem BioAssay. The task is: Regression/Classification. Given a drug SMILES string, predict its absorption, distribution, metabolism, or excretion properties. Task type varies by dataset: regression for continuous measurements (e.g., permeability, clearance, half-life) or binary classification for categorical outcomes (e.g., BBB penetration, CYP inhibition). Dataset: cyp3a4_veith. (1) The drug is CCOC(=O)Cn1nc(C)n(-c2ccc(C(C)(C)C)cc2)c1=O. The result is 0 (non-inhibitor). (2) The molecule is O=C(CCCCCn1c(=O)[nH]c2ccsc2c1=O)NCc1ccc2c(c1)OCO2. The result is 1 (inhibitor). (3) The compound is C=CCNc1nc(SCC=C)nc2ccsc12. The result is 1 (inhibitor). (4) The molecule is COc1ccc(CNc2ccnc(-c3ccccc3Cl)n2)c(OC)c1. The result is 1 (inhibitor). (5) The compound is O=S1(=O)N[C@H]2CC[C@@H]3NS(=O)(=O)N[C@H]4CC[C@H](N1)N4S(=O)(=O)N23. The result is 0 (non-inhibitor). (6) The compound is COc1ccccc1OP(C)(=O)Nc1c(C)cccc1C. The result is 1 (inhibitor). (7) The molecule is C[N+](C)(C)c1ccc([C@H](N)C(=O)O)cc1. The result is 0 (non-inhibitor).